From a dataset of Reaction yield outcomes from USPTO patents with 853,638 reactions. Predict the reaction yield, written as a fraction of the theoretical maximum amount of product (1.0 means a 100% yield; for example, 0.34 means a 34% yield). The reactants are Br[C:2]1[N:6]2[C:7](=[O:22])[CH:8]=[C:9]([CH2:11][N:12]3[C:16]([Cl:17])=[CH:15][C:14]([C:18]([F:21])([F:20])[F:19])=[N:13]3)[N:10]=[C:5]2[S:4][C:3]=1[Cl:23].[C:24]([CH:26]1[CH2:28][CH:27]1[B-](F)(F)F)#[N:25].[K+].P([O-])([O-])([O-])=O.[K+].[K+].[K+]. The catalyst is O1CCOCC1.O. The product is [Cl:23][C:3]1[S:4][C:5]2=[N:10][C:9]([CH2:11][N:12]3[C:16]([Cl:17])=[CH:15][C:14]([C:18]([F:21])([F:20])[F:19])=[N:13]3)=[CH:8][C:7](=[O:22])[N:6]2[C:2]=1[CH:27]1[CH2:28][CH:26]1[C:24]#[N:25]. The yield is 0.410.